The task is: Predict the reactants needed to synthesize the given product.. This data is from Full USPTO retrosynthesis dataset with 1.9M reactions from patents (1976-2016). (1) Given the product [CH2:11]([C@H:18]1[CH2:19][N:20]([C:24]2[CH:29]=[CH:28][C:27]([O:30][CH3:31])=[C:26]([O:32][CH:33]([CH3:35])[CH3:34])[CH:25]=2)[CH2:21][CH2:22][N:23]1[C:8](=[O:10])[CH2:7][C:2]1[N:1]=[CH:6][CH:5]=[CH:4][N:3]=1)[C:12]1[CH:13]=[CH:14][CH:15]=[CH:16][CH:17]=1, predict the reactants needed to synthesize it. The reactants are: [N:1]1[CH:6]=[CH:5][CH:4]=[N:3][C:2]=1[CH2:7][C:8]([OH:10])=O.[CH2:11]([C@@H:18]1[NH:23][CH2:22][CH2:21][N:20]([C:24]2[CH:29]=[CH:28][C:27]([O:30][CH3:31])=[C:26]([O:32][CH:33]([CH3:35])[CH3:34])[CH:25]=2)[CH2:19]1)[C:12]1[CH:17]=[CH:16][CH:15]=[CH:14][CH:13]=1. (2) Given the product [C:32]([O:36][C:37]([N:39]([CH2:52][CH2:53][N:54]([CH3:56])[CH3:55])[S:40]([C:43]1[CH:44]=[CH:45][C:46]([C:47]([O:10][C@H:9]([C:11]2[CH:16]=[CH:15][C:14]([O:17][CH:18]([F:20])[F:19])=[C:13]([O:21][CH2:22][CH:23]3[CH2:25][CH2:24]3)[CH:12]=2)[CH2:8][C:7]2[C:6]([Cl:26])=[CH:5][N+:4]([O-:27])=[CH:3][C:2]=2[Cl:1])=[O:48])=[CH:50][CH:51]=1)(=[O:42])=[O:41])=[O:38])([CH3:35])([CH3:34])[CH3:33], predict the reactants needed to synthesize it. The reactants are: [Cl:1][C:2]1[CH:3]=[N+:4]([O-:27])[CH:5]=[C:6]([Cl:26])[C:7]=1[CH2:8][C@@H:9]([C:11]1[CH:16]=[CH:15][C:14]([O:17][CH:18]([F:20])[F:19])=[C:13]([O:21][CH2:22][CH:23]2[CH2:25][CH2:24]2)[CH:12]=1)[OH:10].C(Cl)CCl.[C:32]([O:36][C:37]([N:39]([CH2:52][CH2:53][N:54]([CH3:56])[CH3:55])[S:40]([C:43]1[CH:51]=[CH:50][C:46]([C:47](O)=[O:48])=[CH:45][CH:44]=1)(=[O:42])=[O:41])=[O:38])([CH3:35])([CH3:34])[CH3:33]. (3) Given the product [C@@H:33]12[CH2:34][C@@H:35]1[CH2:36][C@@H:37]([C:38]([O:40][CH2:11][C:12]([C:14]1[CH:23]=[CH:22][C:21]3[C:16](=[CH:17][CH:18]=[C:19]([Br:24])[CH:20]=3)[N:15]=1)=[O:13])=[O:39])[N:32]2[C:30]([O:29][C:25]([CH3:28])([CH3:27])[CH3:26])=[O:31], predict the reactants needed to synthesize it. The reactants are: CCN(C(C)C)C(C)C.Br[CH2:11][C:12]([C:14]1[CH:23]=[CH:22][C:21]2[C:16](=[CH:17][CH:18]=[C:19]([Br:24])[CH:20]=2)[N:15]=1)=[O:13].[C:25]([O:29][C:30]([N:32]1[C@H:37]([C:38]([OH:40])=[O:39])[CH2:36][C@@H:35]2[C@H:33]1[CH2:34]2)=[O:31])([CH3:28])([CH3:27])[CH3:26]. (4) Given the product [CH2:35]([O:37][C:38](=[O:45])[C:39]([OH:40])([C:41]([F:42])([F:44])[F:43])[CH2:33][C:30]([C:26]1[CH:27]=[CH:28][CH:29]=[C:24]([F:23])[C:25]=1[O:34][CH3:1])=[CH:31][CH3:32])[CH3:36], predict the reactants needed to synthesize it. The reactants are: [CH:1]1C=C2C=CC(O)=C(C3C4C(=CC=CC=4)C=CC=3O)C2=CC=1.[F:23][C:24]1[CH:29]=[CH:28][CH:27]=[C:26]([C:30](=[CH2:33])[CH2:31][CH3:32])[C:25]=1[OH:34].[CH2:35]([O:37][C:38](=[O:45])[C:39]([C:41]([F:44])([F:43])[F:42])=[O:40])[CH3:36]. (5) Given the product [F:38][C:36]1[CH:35]=[CH:34][C:33]([CH3:39])=[C:32]([CH:37]=1)[O:31][C:17]1[N:18]([C:25]2[CH:26]=[CH:27][CH:28]=[CH:29][CH:30]=2)[C:19]2=[CH:20][N:21]=[CH:22][CH:23]=[C:24]2[C:16]=1[C:14]([N:11]1[CH2:10][CH2:9][NH:8][CH2:13][CH2:12]1)=[O:15], predict the reactants needed to synthesize it. The reactants are: C(OC([N:8]1[CH2:13][CH2:12][N:11]([C:14]([C:16]2[C:24]3[C:19](=[CH:20][N:21]=[CH:22][CH:23]=3)[N:18]([C:25]3[CH:30]=[CH:29][CH:28]=[CH:27][CH:26]=3)[C:17]=2[O:31][C:32]2[CH:37]=[C:36]([F:38])[CH:35]=[CH:34][C:33]=2[CH3:39])=[O:15])[CH2:10][CH2:9]1)=O)(C)(C)C.Cl.Cl.Cl.FC1C=CC(C)=C(C=1)OC1N(C2C=CC=CC=2)C2=CN=CC=C2C=1C(N1CCNCC1)=O.